From a dataset of Full USPTO retrosynthesis dataset with 1.9M reactions from patents (1976-2016). Predict the reactants needed to synthesize the given product. (1) Given the product [F:4][C:5]1[CH:10]=[CH:9][C:8]([C:11](=[CH2:2])[CH2:12][CH3:13])=[C:7]([O:15][CH3:16])[CH:6]=1, predict the reactants needed to synthesize it. The reactants are: Br[CH2:2]Br.[F:4][C:5]1[CH:10]=[CH:9][C:8]([C:11](=O)[CH2:12][CH3:13])=[C:7]([O:15][CH3:16])[CH:6]=1.O.Cl. (2) Given the product [ClH:1].[NH:14]([C:2]1[CH:11]=[N:10][C:9]2[C:4](=[CH:5][CH:6]=[C:7]([O:12][CH3:13])[CH:8]=2)[N:3]=1)[C:15]1[CH:20]=[CH:19][CH:18]=[CH:17][CH:16]=1, predict the reactants needed to synthesize it. The reactants are: [Cl:1][C:2]1[CH:11]=[N:10][C:9]2[C:4](=[CH:5][CH:6]=[C:7]([O:12][CH3:13])[CH:8]=2)[N:3]=1.[NH2:14][C:15]1[CH:20]=[CH:19][CH:18]=[CH:17][CH:16]=1.